Task: Predict the product of the given reaction.. Dataset: Forward reaction prediction with 1.9M reactions from USPTO patents (1976-2016) (1) Given the reactants [Cl:1][C:2]1[CH:7]=[CH:6][C:5]([C:8]2[N:9]([C:20]3[CH:25]=[CH:24][CH:23]=[CH:22][C:21]=3[Cl:26])[N:10]=[C:11]3[C:16]([OH:17])=[N:15][C:14]([CH2:18][CH3:19])=[N:13][C:12]=23)=[CH:4][CH:3]=1.C([O-])([O-])=O.[Cs+].[Cs+].[C:33]([CH2:37]I)([F:36])([F:35])[F:34], predict the reaction product. The product is: [Cl:1][C:2]1[CH:7]=[CH:6][C:5]([C:8]2[N:9]([C:20]3[CH:25]=[CH:24][CH:23]=[CH:22][C:21]=3[Cl:26])[N:10]=[C:11]3[C:16](=[O:17])[N:15]([CH2:37][C:33]([F:36])([F:35])[F:34])[C:14]([CH2:18][CH3:19])=[N:13][C:12]=23)=[CH:4][CH:3]=1. (2) Given the reactants [C:1]([O:5][C:6]([N:8]1[CH2:13][CH2:12][N:11]([C:14]2[CH:19]=[CH:18][C:17]([OH:20])=[CH:16][CH:15]=2)[CH2:10][CH2:9]1)=[O:7])([CH3:4])([CH3:3])[CH3:2].Br[CH2:22][CH2:23][CH2:24][Cl:25].C(=O)([O-])[O-].[K+].[K+], predict the reaction product. The product is: [C:1]([O:5][C:6]([N:8]1[CH2:13][CH2:12][N:11]([C:14]2[CH:15]=[CH:16][C:17]([O:20][CH2:22][CH2:23][CH2:24][Cl:25])=[CH:18][CH:19]=2)[CH2:10][CH2:9]1)=[O:7])([CH3:4])([CH3:2])[CH3:3]. (3) The product is: [C:8]([C:5]1[CH:6]=[CH:7][C:2]([C:12]#[N:13])=[CH:3][CH:4]=1)(=[O:11])[CH2:9][CH3:10]. Given the reactants Br[C:2]1[CH:7]=[CH:6][C:5]([C:8](=[O:11])[CH2:9][CH3:10])=[CH:4][CH:3]=1.[C:12]([Cu])#[N:13].O.Cl, predict the reaction product. (4) Given the reactants C1C=C(Cl)C=C(C(OO)=O)C=1.[CH3:12][O:13][CH2:14][CH2:15][C:16]1[N:17]([CH2:29][CH2:30][CH2:31][CH2:32][C:33]([N:35]2[CH2:40][CH2:39][O:38][CH2:37][CH2:36]2)=[O:34])[C:18]2[C:27]3[CH:26]=[CH:25][CH:24]=[CH:23][C:22]=3[N:21]=[CH:20][C:19]=2[N:28]=1.[OH-].[NH4+:42].C1(S(Cl)(=O)=O)C=CC=CC=1, predict the reaction product. The product is: [CH3:12][O:13][CH2:14][CH2:15][C:16]1[N:17]([CH2:29][CH2:30][CH2:31][CH2:32][C:33]([N:35]2[CH2:36][CH2:37][O:38][CH2:39][CH2:40]2)=[O:34])[C:18]2[C:27]3[CH:26]=[CH:25][CH:24]=[CH:23][C:22]=3[N:21]=[C:20]([NH2:42])[C:19]=2[N:28]=1.